Task: Predict the reactants needed to synthesize the given product.. Dataset: Full USPTO retrosynthesis dataset with 1.9M reactions from patents (1976-2016) (1) Given the product [OH:28][CH2:27][C:6]1[C:5]([CH2:3][OH:2])=[C:9]2[CH2:10][C:11]3[CH:12]=[C:13]([O:17][CH3:18])[CH:14]=[CH:15][C:16]=3[N:8]2[C:7]=1[C:19]1[CH:20]=[CH:21][C:22]([O:25][CH3:26])=[CH:23][CH:24]=1, predict the reactants needed to synthesize it. The reactants are: C[O:2][C:3]([C:5]1[C:6]([C:27](OC)=[O:28])=[C:7]([C:19]2[CH:24]=[CH:23][C:22]([O:25][CH3:26])=[CH:21][CH:20]=2)[N:8]2[C:16]3[CH:15]=[CH:14][C:13]([O:17][CH3:18])=[CH:12][C:11]=3[CH2:10][C:9]=12)=O.[H-].[H-].[H-].[H-].[Li+].[Al+3].[H-].[OH-].[Na+]. (2) Given the product [F:26][C:17]1[CH:16]=[C:15]([C@:8]2([NH:27][S@@:28]([C:30]([CH3:33])([CH3:32])[CH3:31])=[O:29])[C:3]3=[N:4][CH:5]=[CH:6][CH:7]=[C:2]3[C:10](=[O:11])[CH2:9]2)[CH:20]=[CH:19][C:18]=1[O:21][C:22]([F:24])([F:25])[F:23], predict the reactants needed to synthesize it. The reactants are: Br[C:2]1[C:3]([C@@:8]([NH:27][S@@:28]([C:30]([CH3:33])([CH3:32])[CH3:31])=[O:29])([C:15]2[CH:20]=[CH:19][C:18]([O:21][C:22]([F:25])([F:24])[F:23])=[C:17]([F:26])[CH:16]=2)[CH2:9][C:10](OCC)=[O:11])=[N:4][CH:5]=[CH:6][CH:7]=1.CCCCCC.[Li]C(C)(C)C.CCCCC. (3) Given the product [CH2:13]([O:1][CH:2]1[O:10][C@H:9]([CH2:11][OH:12])[C@@H:7]([OH:8])[C@H:5]([OH:6])[C@H:3]1[OH:4])[C:14]1[CH:19]=[CH:18][CH:17]=[CH:16][CH:15]=1, predict the reactants needed to synthesize it. The reactants are: [O:1]=[CH:2][C@@H:3]([C@H:5]([C@@H:7]([C@@H:9]([CH2:11][OH:12])[OH:10])[OH:8])[OH:6])[OH:4].[CH2:13](O)[C:14]1[CH:19]=[CH:18][CH:17]=[CH:16][CH:15]=1.Cl.CCOCC.